Dataset: Forward reaction prediction with 1.9M reactions from USPTO patents (1976-2016). Task: Predict the product of the given reaction. (1) Given the reactants [H-].[Na+].[OH:3][C:4]1[CH:5]=[C:6]2[C:10](=[CH:11][CH:12]=1)[C:9](=[O:13])[NH:8][C:7]2=[O:14].F[C:16]1[CH:21]=[CH:20][C:19]([N+:22]([O-:24])=[O:23])=[CH:18][CH:17]=1, predict the reaction product. The product is: [N+:22]([C:19]1[CH:20]=[CH:21][C:16]([O:3][C:4]2[CH:5]=[C:6]3[C:10](=[CH:11][CH:12]=2)[C:9](=[O:13])[NH:8][C:7]3=[O:14])=[CH:17][CH:18]=1)([O-:24])=[O:23]. (2) Given the reactants Cl[C:2]1[CH:7]=[C:6]([CH3:8])[N:5]=[C:4]([C:9]2[CH:14]=[CH:13][CH:12]=[CH:11][C:10]=2[C:15]([F:18])([F:17])[F:16])[N:3]=1.[F:19][C:20]1[CH:21]=[C:22]2[C:26](=[CH:27][CH:28]=1)[NH:25][N:24]=[C:23]2[NH2:29].O.C(=O)(O)[O-].[Na+], predict the reaction product. The product is: [F:19][C:20]1[CH:21]=[C:22]2[C:26](=[CH:27][CH:28]=1)[NH:25][N:24]=[C:23]2[NH:29][C:2]1[CH:7]=[C:6]([CH3:8])[N:5]=[C:4]([C:9]2[CH:14]=[CH:13][CH:12]=[CH:11][C:10]=2[C:15]([F:18])([F:17])[F:16])[N:3]=1. (3) Given the reactants [Cl:1][C:2]1[N:3]=[C:4]([C:9]([NH:11][C@H:12]2[CH2:17][CH2:16][N:15]([C:18]3[S:19][C:20]([C:26]([O:28][CH2:29][CH3:30])=[O:27])=[C:21]([C:23]([OH:25])=O)[N:22]=3)[CH2:14][C@H:13]2[O:31][CH3:32])=[O:10])[NH:5][C:6]=1[CH2:7][CH3:8].Cl.[CH3:34][NH:35][CH3:36].CCN=C=NCCCN(C)C.Cl.C1C=CC2N(O)N=NC=2C=1, predict the reaction product. The product is: [Cl:1][C:2]1[N:3]=[C:4]([C:9]([NH:11][C@H:12]2[CH2:17][CH2:16][N:15]([C:18]3[S:19][C:20]([C:26]([O:28][CH2:29][CH3:30])=[O:27])=[C:21]([C:23](=[O:25])[N:35]([CH3:36])[CH3:34])[N:22]=3)[CH2:14][C@H:13]2[O:31][CH3:32])=[O:10])[NH:5][C:6]=1[CH2:7][CH3:8]. (4) The product is: [C:18]([O:22][C:23]([N:7]1[C:8]2[C:4](=[CH:3][C:2]([Br:1])=[C:10]([F:11])[CH:9]=2)[CH:5]=[CH:6]1)=[O:24])([CH3:21])([CH3:20])[CH3:19]. Given the reactants [Br:1][C:2]1[CH:3]=[C:4]2[C:8](=[CH:9][C:10]=1[F:11])[NH:7][CH:6]=[CH:5]2.CC([O-])(C)C.[K+].[C:18]([O:22][C:23](=O)[O:24]C(C)(C)C)([CH3:21])([CH3:20])[CH3:19].Cl, predict the reaction product.